Dataset: Catalyst prediction with 721,799 reactions and 888 catalyst types from USPTO. Task: Predict which catalyst facilitates the given reaction. (1) Reactant: [ClH:1].C(OC([NH:9][CH2:10][C@H:11]1[CH2:16][CH2:15][C@H:14]([C:17]([NH:19][C@H:20]([C:41]([NH:43][C:44]2[CH:49]=[CH:48][C:47]([C:50]3[NH:54][N:53]=[C:52]([C:55]([F:66])([F:65])[C:56]([F:64])([F:63])[C:57]([F:62])([F:61])[C:58]([OH:60])=[O:59])[N:51]=3)=[CH:46][CH:45]=2)=[O:42])[CH2:21][C:22]2[CH:27]=[CH:26][CH:25]=[C:24]([C:28]3[CH:29]=[N:30][C:31]([O:34][CH2:35][CH2:36][CH2:37][N:38]([CH3:40])[CH3:39])=[CH:32][CH:33]=3)[CH:23]=2)=[O:18])[CH2:13][CH2:12]1)=O)(C)(C)C. Product: [ClH:1].[NH2:9][CH2:10][C@H:11]1[CH2:12][CH2:13][C@H:14]([C:17]([NH:19][C@H:20]([C:41]([NH:43][C:44]2[CH:45]=[CH:46][C:47]([C:50]3[NH:54][N:53]=[C:52]([C:55]([F:65])([F:66])[C:56]([F:63])([F:64])[C:57]([F:61])([F:62])[C:58]([OH:60])=[O:59])[N:51]=3)=[CH:48][CH:49]=2)=[O:42])[CH2:21][C:22]2[CH:27]=[CH:26][CH:25]=[C:24]([C:28]3[CH:29]=[N:30][C:31]([O:34][CH2:35][CH2:36][CH2:37][N:38]([CH3:39])[CH3:40])=[CH:32][CH:33]=3)[CH:23]=2)=[O:18])[CH2:15][CH2:16]1. The catalyst class is: 12. (2) Reactant: [N:1]1[CH:6]=[CH:5][CH:4]=[C:3]([NH:7][C:8](=[O:14])[O:9][C:10]([CH3:13])([CH3:12])[CH3:11])[CH:2]=1.C([Li])(C)(C)C.N1([CH:26]=[O:27])CCCCC1. Product: [CH:26]([C:4]1[CH:5]=[CH:6][N:1]=[CH:2][C:3]=1[NH:7][C:8](=[O:14])[O:9][C:10]([CH3:11])([CH3:13])[CH3:12])=[O:27]. The catalyst class is: 773.